Dataset: Buchwald-Hartwig C-N cross coupling reaction yields with 55,370 reactions. Task: Predict the reaction yield, written as a fraction of the theoretical maximum amount of product (1.0 means a 100% yield; for example, 0.34 means a 34% yield). (1) The reactants are CCc1ccc(I)cc1.Cc1ccc(N)cc1.O=S(=O)(O[Pd]1c2ccccc2-c2ccccc2N~1)C(F)(F)F.CC(C)c1cc(C(C)C)c(-c2ccccc2P(C(C)(C)C)C(C)(C)C)c(C(C)C)c1.CN(C)C(=NC(C)(C)C)N(C)C.Cc1ccno1. No catalyst specified. The product is CCc1ccc(Nc2ccc(C)cc2)cc1. The yield is 0.549. (2) The reactants are CCc1ccc(Cl)cc1.Cc1ccc(N)cc1.O=S(=O)(O[Pd]1c2ccccc2-c2ccccc2N~1)C(F)(F)F.CC(C)c1cc(C(C)C)c(-c2ccccc2P(C(C)(C)C)C(C)(C)C)c(C(C)C)c1.CCN=P(N=P(N(C)C)(N(C)C)N(C)C)(N(C)C)N(C)C.Cc1ccon1. No catalyst specified. The product is CCc1ccc(Nc2ccc(C)cc2)cc1. The yield is 0.0362. (3) The product is Cc1ccc(Nc2ccc(C(F)(F)F)cc2)cc1. No catalyst specified. The reactants are FC(F)(F)c1ccc(Cl)cc1.Cc1ccc(N)cc1.O=S(=O)(O[Pd]1c2ccccc2-c2ccccc2N~1)C(F)(F)F.CC(C)c1cc(C(C)C)c(-c2ccccc2P(C2CCCCC2)C2CCCCC2)c(C(C)C)c1.CN1CCCN2CCCN=C12.Cc1ccno1. The yield is 0.117. (4) The reactants are Clc1ccccn1.Cc1ccc(N)cc1.O=S(=O)(O[Pd]1c2ccccc2-c2ccccc2N~1)C(F)(F)F.COc1ccc(OC)c(P([C@]23C[C@H]4C[C@H](C[C@H](C4)C2)C3)[C@]23C[C@H]4C[C@H](C[C@H](C4)C2)C3)c1-c1c(C(C)C)cc(C(C)C)cc1C(C)C.CCN=P(N=P(N(C)C)(N(C)C)N(C)C)(N(C)C)N(C)C.CCOC(=O)c1cc(C)no1. No catalyst specified. The product is Cc1ccc(Nc2ccccn2)cc1. The yield is 0.551.